This data is from Full USPTO retrosynthesis dataset with 1.9M reactions from patents (1976-2016). The task is: Predict the reactants needed to synthesize the given product. (1) Given the product [NH2:21][C:16]1[CH:17]=[N:18][CH:19]=[CH:20][C:15]=1[C@@H:13]1[O:12][C@H:11]([CH2:24][CH3:25])[C@:10]([OH:26])([CH3:27])[C@H:9]([NH:8][C:36](=[O:37])[O:38][C:39]([CH3:40])([CH3:41])[CH3:42])[CH2:14]1.[NH2:21][C:16]1[CH:17]=[N:18][CH:19]=[CH:20][C:15]=1[C@H:13]1[O:12][C@@H:11]([CH2:24][CH3:25])[C@@:10]([OH:26])([CH3:27])[C@@H:9]([NH:8][C:36](=[O:37])[O:38][C:39]([CH3:40])([CH3:41])[CH3:42])[CH2:14]1, predict the reactants needed to synthesize it. The reactants are: C([NH:8][C@@H:9]1[CH2:14][C@H:13]([C:15]2[CH:20]=[CH:19][N:18]=[CH:17][C:16]=2[N+:21]([O-])=O)[O:12][C@H:11]([CH2:24][CH3:25])[C@@:10]1([CH3:27])[OH:26])C1C=CC=CC=1.[CH3:40][C:39]([O:38][C:36](O[C:36]([O:38][C:39]([CH3:42])([CH3:41])[CH3:40])=[O:37])=[O:37])([CH3:42])[CH3:41]. (2) Given the product [NH2:38][CH:35]1[CH2:34][CH2:33][N:32]([C:29]2[N:30]=[CH:31][C:26]([C:6]3[CH:5]=[C:4]([N:3]([CH2:1][CH3:2])[CH:46]4[CH2:47][CH2:48][O:49][CH2:50][CH2:51]4)[C:9]([CH3:10])=[C:8]([CH:7]=3)[C:11]([NH:12][CH2:13][C:14]3[C:15](=[O:24])[NH:16][C:17]([CH3:23])=[CH:18][C:19]=3[CH2:20][CH2:21][CH3:22])=[O:25])=[CH:27][CH:28]=2)[CH2:37][CH2:36]1, predict the reactants needed to synthesize it. The reactants are: [CH2:1]([N:3]([CH:46]1[CH2:51][CH2:50][O:49][CH2:48][CH2:47]1)[C:4]1[CH:5]=[C:6]([C:26]2[CH:27]=[CH:28][C:29]([N:32]3[CH2:37][CH2:36][CH:35]([NH:38]C(=O)OC(C)(C)C)[CH2:34][CH2:33]3)=[N:30][CH:31]=2)[CH:7]=[C:8]([C:11](=[O:25])[NH:12][CH2:13][C:14]2[C:15](=[O:24])[NH:16][C:17]([CH3:23])=[CH:18][C:19]=2[CH2:20][CH2:21][CH3:22])[C:9]=1[CH3:10])[CH3:2].C(O)(C(F)(F)F)=O. (3) Given the product [CH:22]1[C:23]2[C:28](=[CH:27][CH:26]=[CH:25][CH:24]=2)[CH:29]=[CH:30][C:21]=1[S:18]([N:15]1[CH2:14][CH2:13][N:12]([C:10](=[O:11])[CH2:9][O:1][C:2]2[CH:3]=[N:4][CH:5]=[CH:6][CH:7]=2)[CH2:17][CH2:16]1)(=[O:20])=[O:19], predict the reactants needed to synthesize it. The reactants are: [OH:1][C:2]1[CH:3]=[N:4][CH:5]=[CH:6][CH:7]=1.Cl[CH2:9][C:10]([N:12]1[CH2:17][CH2:16][N:15]([S:18]([C:21]2[CH:30]=[CH:29][C:28]3[C:23](=[CH:24][CH:25]=[CH:26][CH:27]=3)[CH:22]=2)(=[O:20])=[O:19])[CH2:14][CH2:13]1)=[O:11].C(=O)([O-])[O-].[K+].[K+].O. (4) Given the product [Cl:12][C:5]1[CH:4]=[CH:3][C:2]([N:18]2[CH2:17][C@@H:16]([CH3:20])[N:15]([CH2:21][CH2:22][CH3:23])[C@@H:14]([CH3:13])[CH2:19]2)=[CH:7][C:6]=1[C:8]([F:11])([F:10])[F:9], predict the reactants needed to synthesize it. The reactants are: Br[C:2]1[CH:3]=[CH:4][C:5]([Cl:12])=[C:6]([C:8]([F:11])([F:10])[F:9])[CH:7]=1.[CH3:13][C@H:14]1[CH2:19][NH:18][CH2:17][C@@H:16]([CH3:20])[N:15]1[CH2:21][CH2:22][CH3:23].Cl. (5) Given the product [OH:1][C:2]1[CH:3]=[CH:4][C:5]([CH2:8][C:9]([NH:19][CH:18]([C:12]2[CH:17]=[CH:16][CH:15]=[CH:14][CH:13]=2)[C:20]2[CH:25]=[CH:24][CH:23]=[CH:22][C:21]=2[CH3:26])=[O:11])=[CH:6][CH:7]=1, predict the reactants needed to synthesize it. The reactants are: [OH:1][C:2]1[CH:7]=[CH:6][C:5]([CH2:8][C:9]([OH:11])=O)=[CH:4][CH:3]=1.[C:12]1([CH:18]([C:20]2[CH:25]=[CH:24][CH:23]=[CH:22][C:21]=2[CH3:26])[NH2:19])[CH:17]=[CH:16][CH:15]=[CH:14][CH:13]=1. (6) Given the product [OH:1][C@H:2]1[CH2:7][CH2:6][NH:5][CH2:4][C@H:3]1[CH2:15][NH:16][C:17](=[O:23])[O:18][C:19]([CH3:21])([CH3:20])[CH3:22], predict the reactants needed to synthesize it. The reactants are: [OH:1][C@H:2]1[CH2:7][CH2:6][N:5](CC2C=CC=CC=2)[CH2:4][C@H:3]1[CH2:15][NH:16][C:17](=[O:23])[O:18][C:19]([CH3:22])([CH3:21])[CH3:20].Cl.Cl.FC1C=CC2C=CC(=O)N3C=2C=1CCC3CN1CCC(NCC2N=CC3OCSC=3C=2)CC1. (7) Given the product [Br:1][C:2]1[CH:14]=[CH:13][C:5]([C:6]([O:8][C:9]([CH3:10])([CH3:11])[CH3:12])=[O:7])=[CH:4][C:3]=1[CH2:15][Br:16], predict the reactants needed to synthesize it. The reactants are: [Br:1][C:2]1[CH:14]=[CH:13][C:5]([C:6]([O:8][C:9]([CH3:12])([CH3:11])[CH3:10])=[O:7])=[CH:4][C:3]=1[CH3:15].[Br:16]N1C(=O)CCC1=O. (8) The reactants are: Br[C:2]12[CH2:11][C:6]3([CH3:12])[CH2:7][CH:8]([CH2:10][C:4]([CH3:13])([CH2:5]3)[CH2:3]1)[CH2:9]2.[NH2:14]C(N)=O.Cl. Given the product [NH2:14][C:2]12[CH2:11][C:6]3([CH3:12])[CH2:7][CH:8]([CH2:10][C:4]([CH3:13])([CH2:5]3)[CH2:3]1)[CH2:9]2, predict the reactants needed to synthesize it. (9) Given the product [CH:12]1([C:17]([OH:30])([C:28]#[C:29][C:2]2[CH:7]=[CH:6][C:5]([CH:8]([CH3:10])[CH3:9])=[C:4]([F:11])[CH:3]=2)[CH2:18][C:19]2[O:24][C:23]([CH3:26])([CH3:25])[O:22][C:21](=[O:27])[CH:20]=2)[CH2:16][CH2:15][CH2:14][CH2:13]1, predict the reactants needed to synthesize it. The reactants are: Br[C:2]1[CH:7]=[CH:6][C:5]([CH:8]([CH3:10])[CH3:9])=[C:4]([F:11])[CH:3]=1.[CH:12]1([C:17]([OH:30])([C:28]#[CH:29])[CH2:18][C:19]2[O:24][C:23]([CH3:26])([CH3:25])[O:22][C:21](=[O:27])[CH:20]=2)[CH2:16][CH2:15][CH2:14][CH2:13]1.C(NC(C)C)(C)C.